Dataset: Catalyst prediction with 721,799 reactions and 888 catalyst types from USPTO. Task: Predict which catalyst facilitates the given reaction. Reactant: [Cl:1][C:2]1[N:3]=[CH:4][N:5](COCC[Si](C)(C)C)[C:6]=1[C:7]([NH:9][CH2:10][C:11]1[CH:16]=[CH:15][C:14]([Cl:17])=[C:13]([O:18][C:19]2[CH:24]=[C:23]([CH3:25])[CH:22]=[C:21]([Cl:26])[CH:20]=2)[C:12]=1[F:27])=[O:8].C(O)(C(F)(F)F)=O. Product: [Cl:1][C:2]1[N:3]=[CH:4][NH:5][C:6]=1[C:7]([NH:9][CH2:10][C:11]1[CH:16]=[CH:15][C:14]([Cl:17])=[C:13]([O:18][C:19]2[CH:24]=[C:23]([CH3:25])[CH:22]=[C:21]([Cl:26])[CH:20]=2)[C:12]=1[F:27])=[O:8]. The catalyst class is: 2.